This data is from Reaction yield outcomes from USPTO patents with 853,638 reactions. The task is: Predict the reaction yield, written as a fraction of the theoretical maximum amount of product (1.0 means a 100% yield; for example, 0.34 means a 34% yield). (1) The reactants are [Cl-].O[NH3+:3].[C:4](=[O:7])([O-])[OH:5].[Na+].CS(C)=O.[CH3:13][C:14]1[O:18][C:17]([C@H:19]2[CH2:24][CH2:23][C@H:22]([N:25]3[C:30](=[O:31])[C:29]([CH2:32][C:33]4[CH:38]=[CH:37][C:36]([C:39]5[C:40]([C:45]#[N:46])=[CH:41][CH:42]=[CH:43][CH:44]=5)=[CH:35][CH:34]=4)=[C:28]([CH2:47][CH2:48][CH3:49])[N:27]4[N:50]=[CH:51][N:52]=[C:26]34)[CH2:21][CH2:20]2)=[N:16][N:15]=1. The catalyst is C(OCC)(=O)C. The product is [CH3:13][C:14]1[O:18][C:17]([C@H:19]2[CH2:20][CH2:21][C@H:22]([N:25]3[C:30](=[O:31])[C:29]([CH2:32][C:33]4[CH:38]=[CH:37][C:36]([C:39]5[CH:44]=[CH:43][CH:42]=[CH:41][C:40]=5[C:45]5[NH:3][C:4](=[O:7])[O:5][N:46]=5)=[CH:35][CH:34]=4)=[C:28]([CH2:47][CH2:48][CH3:49])[N:27]4[N:50]=[CH:51][N:52]=[C:26]34)[CH2:23][CH2:24]2)=[N:16][N:15]=1. The yield is 0.420. (2) The reactants are [Cl:1][C:2]1[C:3]([O:12][C:13]2[CH:18]=[C:17]([O:19][CH2:20][CH:21]3[CH2:25][CH2:24][CH2:23][O:22]3)[CH:16]=[CH:15][C:14]=2[CH2:26][CH2:27][CH2:28][OH:29])=[N:4][CH:5]=[C:6]([C:8]([F:11])([F:10])[F:9])[CH:7]=1.Cl[S:31]([N:34]=[C:35]=[O:36])(=[O:33])=[O:32].N1C=CC=CC=1.[CH:43]([O:46][CH2:47][CH2:48][NH2:49])([CH3:45])[CH3:44]. The catalyst is C1(C)C=CC=CC=1.O. The product is [CH:43]([O:46][CH2:47][CH2:48][NH:49][S:31]([NH:34][C:35](=[O:36])[O:29][CH2:28][CH2:27][CH2:26][C:14]1[CH:15]=[CH:16][C:17]([O:19][CH2:20][CH:21]2[CH2:25][CH2:24][CH2:23][O:22]2)=[CH:18][C:13]=1[O:12][C:3]1[C:2]([Cl:1])=[CH:7][C:6]([C:8]([F:11])([F:10])[F:9])=[CH:5][N:4]=1)(=[O:33])=[O:32])([CH3:45])[CH3:44]. The yield is 0.450.